Dataset: NCI-60 drug combinations with 297,098 pairs across 59 cell lines. Task: Regression. Given two drug SMILES strings and cell line genomic features, predict the synergy score measuring deviation from expected non-interaction effect. (1) Drug 1: C1=C(C(=O)NC(=O)N1)N(CCCl)CCCl. Drug 2: CC=C1C(=O)NC(C(=O)OC2CC(=O)NC(C(=O)NC(CSSCCC=C2)C(=O)N1)C(C)C)C(C)C. Cell line: RXF 393. Synergy scores: CSS=65.2, Synergy_ZIP=2.55, Synergy_Bliss=1.84, Synergy_Loewe=-24.6, Synergy_HSA=4.14. (2) Synergy scores: CSS=38.4, Synergy_ZIP=-2.07, Synergy_Bliss=4.31, Synergy_Loewe=-13.7, Synergy_HSA=2.81. Drug 2: C1CCC(CC1)NC(=O)N(CCCl)N=O. Cell line: UACC-257. Drug 1: CCC1=CC2CC(C3=C(CN(C2)C1)C4=CC=CC=C4N3)(C5=C(C=C6C(=C5)C78CCN9C7C(C=CC9)(C(C(C8N6C)(C(=O)OC)O)OC(=O)C)CC)OC)C(=O)OC.C(C(C(=O)O)O)(C(=O)O)O. (3) Drug 1: C1=C(C(=O)NC(=O)N1)N(CCCl)CCCl. Drug 2: C1C(C(OC1N2C=NC(=NC2=O)N)CO)O. Cell line: K-562. Synergy scores: CSS=69.0, Synergy_ZIP=8.65, Synergy_Bliss=8.63, Synergy_Loewe=16.8, Synergy_HSA=17.8. (4) Drug 1: CC12CCC3C(C1CCC2O)C(CC4=C3C=CC(=C4)O)CCCCCCCCCS(=O)CCCC(C(F)(F)F)(F)F. Drug 2: C#CCC(CC1=CN=C2C(=N1)C(=NC(=N2)N)N)C3=CC=C(C=C3)C(=O)NC(CCC(=O)O)C(=O)O. Cell line: HOP-62. Synergy scores: CSS=4.71, Synergy_ZIP=-0.202, Synergy_Bliss=3.60, Synergy_Loewe=2.34, Synergy_HSA=-0.629. (5) Drug 1: C1CC(C1)(C(=O)O)C(=O)O.[NH2-].[NH2-].[Pt+2]. Drug 2: C1CC(C1)(C2=CC=C(C=C2)C3=C(C=C4C(=N3)C=CN5C4=NNC5=O)C6=CC=CC=C6)N. Cell line: OVCAR3. Synergy scores: CSS=42.1, Synergy_ZIP=-6.12, Synergy_Bliss=-7.56, Synergy_Loewe=-7.78, Synergy_HSA=-2.57. (6) Drug 1: CC1=C2C(C(=O)C3(C(CC4C(C3C(C(C2(C)C)(CC1OC(=O)C(C(C5=CC=CC=C5)NC(=O)OC(C)(C)C)O)O)OC(=O)C6=CC=CC=C6)(CO4)OC(=O)C)O)C)O. Drug 2: CNC(=O)C1=NC=CC(=C1)OC2=CC=C(C=C2)NC(=O)NC3=CC(=C(C=C3)Cl)C(F)(F)F. Cell line: UACC-257. Synergy scores: CSS=12.7, Synergy_ZIP=2.52, Synergy_Bliss=5.74, Synergy_Loewe=7.78, Synergy_HSA=4.76.